Dataset: Forward reaction prediction with 1.9M reactions from USPTO patents (1976-2016). Task: Predict the product of the given reaction. (1) Given the reactants CO.[F:3][C:4]([F:13])([F:12])[C:5](=[O:11])[CH2:6][C:7]([O:9][CH3:10])=[O:8].CC1C=CC(C(C)C)=CC=1, predict the reaction product. The product is: [F:3][C:4]([F:12])([F:13])[CH:5]([OH:11])[CH2:6][C:7]([O:9][CH3:10])=[O:8]. (2) Given the reactants [CH3:1][C:2]1[CH:11]=[C:10]([OH:12])[C:9]2[C:4](=[CH:5][C:6]([OH:13])=[CH:7][CH:8]=2)[N:3]=1.C(=O)([O-])[O-].[K+].[K+].Br[CH2:21][C:22]1[CH:29]=[CH:28][C:25]([C:26]#[N:27])=[CH:24][CH:23]=1.CCOC(C)=O.O, predict the reaction product. The product is: [OH:12][C:10]1[C:9]2[C:4](=[CH:5][C:6]([O:13][CH2:21][C:22]3[CH:29]=[CH:28][C:25]([C:26]#[N:27])=[CH:24][CH:23]=3)=[CH:7][CH:8]=2)[N:3]=[C:2]([CH3:1])[CH:11]=1.